From a dataset of Catalyst prediction with 721,799 reactions and 888 catalyst types from USPTO. Predict which catalyst facilitates the given reaction. Reactant: F[P-](F)(F)(F)(F)F.N1(OC(N(C)C)=[N+](C)C)C2C=CC=CC=2N=N1.[F:25][C:26]1[CH:34]=[CH:33][C:32]([CH2:35][C:36]2[C:45]3[C:40](=[CH:41][CH:42]=[CH:43][CH:44]=3)[C:39](=[O:46])[NH:38][N:37]=2)=[CH:31][C:27]=1[C:28]([OH:30])=O.C(N(CC)CC)C.Cl.[O:55]1[CH2:59][CH2:58][CH2:57][CH:56]1[CH2:60][O:61][CH:62]1[CH2:67][CH2:66][NH:65][CH2:64][CH2:63]1. Product: [F:25][C:26]1[CH:34]=[CH:33][C:32]([CH2:35][C:36]2[C:45]3[C:40](=[CH:41][CH:42]=[CH:43][CH:44]=3)[C:39](=[O:46])[NH:38][N:37]=2)=[CH:31][C:27]=1[C:28]([N:65]1[CH2:66][CH2:67][CH:62]([O:61][CH2:60][CH:56]2[CH2:57][CH2:58][CH2:59][O:55]2)[CH2:63][CH2:64]1)=[O:30]. The catalyst class is: 9.